This data is from Full USPTO retrosynthesis dataset with 1.9M reactions from patents (1976-2016). The task is: Predict the reactants needed to synthesize the given product. (1) Given the product [CH3:28][N:29]1[CH:33]2[CH2:34][CH2:35][CH:30]1[CH:31]([CH2:36][OH:37])[CH2:32]2, predict the reactants needed to synthesize it. The reactants are: C12NC(CC1)CC2C(OC)=O.C=O.[BH-](OC(C)=O)(OC(C)=O)OC(C)=O.[Na+].[CH3:28][N:29]1[CH:33]2[CH2:34][CH2:35][CH:30]1[CH:31]([C:36](OC)=[O:37])[CH2:32]2.CC(C[AlH]CC(C)C)C. (2) The reactants are: [F:1][C:2]([F:31])([F:30])[C:3]([C:14]1[CH:15]=[C:16]2[C:20](=[CH:21][CH:22]=1)[N:19]([C:23]1[CH:28]=[CH:27][C:26]([F:29])=[CH:25][CH:24]=1)[N:18]=[CH:17]2)([C:5]1[C:13]2[C:8](=[N:9][CH:10]=[CH:11][CH:12]=2)[NH:7][CH:6]=1)[OH:4].[OH-].[K+].I[CH2:35][C:36]([NH2:38])=[O:37]. Given the product [F:31][C:2]([F:1])([F:30])[C:3]([C:5]1[C:13]2[C:8](=[N:9][CH:10]=[CH:11][CH:12]=2)[N:7]([CH2:35][C:36]([NH2:38])=[O:37])[CH:6]=1)([C:14]1[CH:15]=[C:16]2[C:20](=[CH:21][CH:22]=1)[N:19]([C:23]1[CH:28]=[CH:27][C:26]([F:29])=[CH:25][CH:24]=1)[N:18]=[CH:17]2)[OH:4], predict the reactants needed to synthesize it. (3) The reactants are: Br[CH2:2][C:3]1[CH:4]=[C:5]([CH:10]=[CH:11][CH:12]=1)[C:6]([O:8][CH3:9])=[O:7].[C-:13]#[N:14].[K+].C1OCCOCCOCCOCCOCCOC1. Given the product [C:13]([CH2:2][C:3]1[CH:4]=[C:5]([CH:10]=[CH:11][CH:12]=1)[C:6]([O:8][CH3:9])=[O:7])#[N:14], predict the reactants needed to synthesize it. (4) Given the product [CH2:9]([N:16]1[CH:3]2[CH2:2][CH2:1][CH2:23][CH:18]1[CH2:19][C:5](=[O:6])[CH2:4]2)[C:10]1[CH:15]=[CH:14][CH:13]=[CH:12][CH:11]=1, predict the reactants needed to synthesize it. The reactants are: [CH:1](=O)[CH2:2][CH2:3][CH2:4][CH:5]=[O:6].Cl.[CH2:9]([NH2:16])[C:10]1[CH:15]=[CH:14][CH:13]=[CH:12][CH:11]=1.O=[C:18]([CH2:23]C(O)=O)[CH2:19]C(O)=O.C([O-])(=O)C.[Na+].Cl. (5) Given the product [Cl:8][C:6]1[CH:5]=[C:4]([S:9]([NH:12][C:13]2[CH:14]=[N:15][CH:16]=[C:17]([Cl:20])[C:18]=2[OH:19])(=[O:11])=[O:10])[CH:3]=[CH:2][C:7]=1[CH3:22], predict the reactants needed to synthesize it. The reactants are: Cl[C:2]1[CH:3]=[C:4]([S:9]([NH:12][C:13]2[CH:14]=[N:15][CH:16]=[C:17]([Cl:20])[C:18]=2[OH:19])(=[O:11])=[O:10])[CH:5]=[C:6]([Cl:8])[CH:7]=1.Cl[C:22]1C=C(S(Cl)(=O)=O)C=CC=1C.ClC1C=C(S(Cl)(=O)=O)C=C(Cl)C=1. (6) The reactants are: CC(OI1(OC(C)=O)(OC(C)=O)OC(=O)C2C=CC=CC1=2)=O.[Br:23][C:24]1[CH:54]=[CH:53][C:27]([CH2:28][CH:29]([NH:42][C:43](=[O:52])[O:44][CH2:45][C:46]2[CH:51]=[CH:50][CH:49]=[CH:48][CH:47]=2)[C:30]([NH:32][CH2:33][CH:34]([OH:41])[CH2:35][C:36]([CH3:40])([CH3:39])[CH2:37][CH3:38])=[O:31])=[CH:26][CH:25]=1. Given the product [Br:23][C:24]1[CH:25]=[CH:26][C:27]([CH2:28][CH:29]([NH:42][C:43](=[O:52])[O:44][CH2:45][C:46]2[CH:47]=[CH:48][CH:49]=[CH:50][CH:51]=2)[C:30]([NH:32][CH2:33][C:34](=[O:41])[CH2:35][C:36]([CH3:39])([CH3:40])[CH2:37][CH3:38])=[O:31])=[CH:53][CH:54]=1, predict the reactants needed to synthesize it. (7) Given the product [CH3:33][O:32][C:29]1[CH:30]=[CH:31][C:26]([C:25]2[N:24]=[C:23]([CH:34]3[CH2:39][CH2:38][N:37]([C:5](=[O:11])[N:48]([OH:49])[CH3:47])[CH2:36][CH2:35]3)[NH:22][C:21]=2[C:18]2[CH:19]=[CH:20][C:15]([O:14][CH3:13])=[CH:16][CH:17]=2)=[CH:27][CH:28]=1, predict the reactants needed to synthesize it. The reactants are: ClC(Cl)(O[C:5](=[O:11])OC(Cl)(Cl)Cl)Cl.[CH3:13][O:14][C:15]1[CH:20]=[CH:19][C:18]([C:21]2[N:22]=[C:23]([CH:34]3[CH2:39][CH2:38][NH:37][CH2:36][CH2:35]3)[NH:24][C:25]=2[C:26]2[CH:31]=[CH:30][C:29]([O:32][CH3:33])=[CH:28][CH:27]=2)=[CH:17][CH:16]=1.N1C=CC=CC=1.Cl.[CH3:47][NH:48][OH:49].C(N(CC)CC)C.[Cl-].[NH4+]. (8) Given the product [CH2:20]([NH:22][C:23]([N:16]1[C:17]([CH3:19])=[CH:18][C:14]([O:13][C:3]2[C:2]([Cl:1])=[CH:7][C:6]([C:8]([F:11])([F:9])[F:10])=[CH:5][C:4]=2[Cl:12])=[N:15]1)=[O:24])[CH3:21], predict the reactants needed to synthesize it. The reactants are: [Cl:1][C:2]1[CH:7]=[C:6]([C:8]([F:11])([F:10])[F:9])[CH:5]=[C:4]([Cl:12])[C:3]=1[O:13][C:14]1[CH:18]=[C:17]([CH3:19])[NH:16][N:15]=1.[CH2:20]([N:22]=[C:23]=[O:24])[CH3:21].